From a dataset of Full USPTO retrosynthesis dataset with 1.9M reactions from patents (1976-2016). Predict the reactants needed to synthesize the given product. (1) The reactants are: C(O[CH:4](OCC)[CH2:5][O:6][C:7]1[CH:12]=[CH:11][C:10]([C:13]2[CH:18]=[CH:17][CH:16]=[CH:15][CH:14]=2)=[CH:9][CH:8]=1)C. Given the product [C:13]1([C:10]2[CH:9]=[CH:8][C:7]3[O:6][CH:5]=[CH:4][C:12]=3[CH:11]=2)[CH:18]=[CH:17][CH:16]=[CH:15][CH:14]=1, predict the reactants needed to synthesize it. (2) The reactants are: [CH2:1]([NH:8][CH2:9][C@@H:10]([C:12]1[CH:23]=[CH:22][C:15]2[O:16][C:17]([CH3:21])([CH3:20])[O:18][CH2:19][C:14]=2[CH:13]=1)[OH:11])[C:2]1[CH:7]=[CH:6][CH:5]=[CH:4][CH:3]=1.C(N(CC)C(C)C)(C)C.[CH3:33][C:34]1[CH:35]=[C:36]([C:43]#[C:44][CH2:45][CH2:46][O:47][CH2:48][CH2:49][CH2:50][CH2:51][CH2:52][CH2:53]Br)[CH:37]=[C:38]([N+:40]([O-:42])=[O:41])[CH:39]=1. Given the product [CH2:1]([N:8]([CH2:53][CH2:52][CH2:51][CH2:50][CH2:49][CH2:48][O:47][CH2:46][CH2:45][C:44]#[C:43][C:36]1[CH:37]=[C:38]([N+:40]([O-:42])=[O:41])[CH:39]=[C:34]([CH3:33])[CH:35]=1)[CH2:9][C@@H:10]([C:12]1[CH:23]=[CH:22][C:15]2[O:16][C:17]([CH3:20])([CH3:21])[O:18][CH2:19][C:14]=2[CH:13]=1)[OH:11])[C:2]1[CH:3]=[CH:4][CH:5]=[CH:6][CH:7]=1, predict the reactants needed to synthesize it. (3) Given the product [CH2:1]([O:3][C:4]1[CH:8]=[C:7]([C:9]2[CH:10]=[CH:11][C:12]([O:15][CH2:27][CH2:28][NH:29][C:30](=[O:36])[O:31][C:32]([CH3:35])([CH3:34])[CH3:33])=[CH:13][CH:14]=2)[N:6]([C:16]2[CH:21]=[CH:20][C:19]([O:22][CH3:23])=[CH:18][CH:17]=2)[N:5]=1)[CH3:2], predict the reactants needed to synthesize it. The reactants are: [CH2:1]([O:3][C:4]1[CH:8]=[C:7]([C:9]2[CH:14]=[CH:13][C:12]([OH:15])=[CH:11][CH:10]=2)[N:6]([C:16]2[CH:21]=[CH:20][C:19]([O:22][CH3:23])=[CH:18][CH:17]=2)[N:5]=1)[CH3:2].[H-].[Na+].Br[CH2:27][CH2:28][NH:29][C:30](=[O:36])[O:31][C:32]([CH3:35])([CH3:34])[CH3:33].